Dataset: Peptide-MHC class I binding affinity with 185,985 pairs from IEDB/IMGT. Task: Regression. Given a peptide amino acid sequence and an MHC pseudo amino acid sequence, predict their binding affinity value. This is MHC class I binding data. (1) The peptide sequence is GPGHKARVL. The MHC is HLA-A02:06 with pseudo-sequence HLA-A02:06. The binding affinity (normalized) is 0. (2) The peptide sequence is MLNNSLYYM. The MHC is HLA-B51:01 with pseudo-sequence HLA-B51:01. The binding affinity (normalized) is 0.0284. (3) The peptide sequence is WRWKSQVTI. The MHC is HLA-B39:01 with pseudo-sequence HLA-B39:01. The binding affinity (normalized) is 0.655.